From a dataset of Catalyst prediction with 721,799 reactions and 888 catalyst types from USPTO. Predict which catalyst facilitates the given reaction. (1) Reactant: [Cl:1][C:2]1[CH:7]=[CH:6][C:5]([C:8]2[CH:9]([C:26]3[CH:42]=[CH:41][C:29]([O:30][CH2:31][C@@H:32]([N:34]4[CH2:38][CH2:37][C@@H:36]([CH2:39][F:40])[CH2:35]4)[CH3:33])=[CH:28][CH:27]=3)[O:10][C:11]3[C:16]([C:17]=2[CH3:18])=[CH:15][C:14]([O:19]C2CCCCO2)=[CH:13][CH:12]=3)=[CH:4][C:3]=1[F:43]. Product: [Cl:1][C:2]1[CH:7]=[CH:6][C:5]([C:8]2[CH:9]([C:26]3[CH:42]=[CH:41][C:29]([O:30][CH2:31][C@@H:32]([N:34]4[CH2:38][CH2:37][C@@H:36]([CH2:39][F:40])[CH2:35]4)[CH3:33])=[CH:28][CH:27]=3)[O:10][C:11]3[C:16]([C:17]=2[CH3:18])=[CH:15][C:14]([OH:19])=[CH:13][CH:12]=3)=[CH:4][C:3]=1[F:43]. The catalyst class is: 86. (2) Reactant: Br[C:2]1[CH:3]=[C:4]([C@:8]([NH:12][C:13](=[O:16])[CH2:14][Cl:15])([CH3:11])[CH2:9][OH:10])[CH:5]=[CH:6][CH:7]=1.[K].CCSC([N:23](CC(C)C)CC(C)C)=O. Product: [ClH:15].[NH2:23][C:2]1[CH:3]=[C:4]([C@@:8]2([CH3:11])[NH:12][C:13](=[O:16])[CH2:14][O:10][CH2:9]2)[CH:5]=[CH:6][CH:7]=1. The catalyst class is: 45. (3) Reactant: Cl.[NH2:2][OH:3].[CH3:4][C:5]1[CH:6]=[C:7]([CH:10]=[C:11]([CH3:13])[N:12]=1)[C:8]#[N:9]. Product: [OH:3][NH:2][C:8](=[NH:9])[C:7]1[CH:10]=[C:11]([CH3:13])[N:12]=[C:5]([CH3:4])[CH:6]=1. The catalyst class is: 5. (4) Reactant: Br[C:2]1[C:7]([O:8][CH3:9])=[CH:6][CH:5]=[CH:4][N:3]=1.C1(C)C=CC=CC=1.C([Li])CCC.[S:22]1[C:26]2=[N:27][CH:28]=[CH:29][CH:30]=[C:25]2[CH:24]=[C:23]1[CH:31]=[N:32][S:33]([C:36]1[CH:46]=[CH:45][C:39]2[O:40][CH2:41][CH2:42][CH2:43][O:44][C:38]=2[CH:37]=1)(=[O:35])=[O:34]. Product: [CH3:9][O:8][C:7]1[C:2]([CH:31]([C:23]2[S:22][C:26]3=[N:27][CH:28]=[CH:29][CH:30]=[C:25]3[CH:24]=2)[NH:32][S:33]([C:36]2[CH:46]=[CH:45][C:39]3[O:40][CH2:41][CH2:42][CH2:43][O:44][C:38]=3[CH:37]=2)(=[O:35])=[O:34])=[N:3][CH:4]=[CH:5][CH:6]=1. The catalyst class is: 111. (5) Reactant: [Cl:1][C:2]1[CH:7]=[CH:6][C:5]([OH:8])=[C:4]([N+:9]([O-:11])=[O:10])[CH:3]=1.C([O-])([O-])=O.[K+].[K+].[CH2:18]([O:20][C:21](=[O:29])[CH:22](Br)[C:23]([O:25][CH2:26][CH3:27])=[O:24])[CH3:19]. Product: [CH2:18]([O:20][C:21](=[O:29])[CH:22]([O:8][C:5]1[CH:6]=[CH:7][C:2]([Cl:1])=[CH:3][C:4]=1[N+:9]([O-:11])=[O:10])[C:23]([O:25][CH2:26][CH3:27])=[O:24])[CH3:19]. The catalyst class is: 3. (6) Reactant: [CH:1]1[C:11]2[C:10]3=[CH:12][C:13]4[CH:14]=[CH:15][C:16]([C:19]([O:21]C)=[O:20])=[CH:17][C:18]=4[N:9]3[CH2:8][CH:7]=[CH:6][C:5]=2[CH:4]=[CH:3][CH:2]=1.N1(C2N=CC=CN=2)CCNCC1.C(N(CC)CC)C.CN(C(ON1N=NC2C=CC=NC1=2)=[N+](C)C)C.F[P-](F)(F)(F)(F)F. Product: [CH:1]1[C:11]2[C:10]3=[CH:12][C:13]4[CH:14]=[CH:15][C:16]([C:19]([OH:21])=[O:20])=[CH:17][C:18]=4[N:9]3[CH2:8][CH:7]=[CH:6][C:5]=2[CH:4]=[CH:3][CH:2]=1. The catalyst class is: 18.